Task: Binary Classification. Given a drug SMILES string, predict its activity (active/inactive) in a high-throughput screening assay against a specified biological target.. Dataset: Tyrosyl-DNA phosphodiesterase HTS with 341,365 compounds (1) The compound is o1nc(c2CC(CCc12)C)C(=O)N1CCN(CC1)c1ccccc1. The result is 0 (inactive). (2) The result is 1 (active). The drug is S1C2N(C(=O)C2NC(=O)Cc2sccc2)C(=C(C1)COC(=O)C)C([O-])=O. (3) The compound is S(c1ncnc2n(ncc12)c1c(cc(cc1)C)C)CC(OC)=O. The result is 0 (inactive).